This data is from Full USPTO retrosynthesis dataset with 1.9M reactions from patents (1976-2016). The task is: Predict the reactants needed to synthesize the given product. The reactants are: [SH:1][C:2]1[CH:3]=[C:4]([CH:8]=[CH:9][CH:10]=1)[C:5]([OH:7])=[O:6].C(=O)([O-])[O-].[K+].[K+].Br[CH:18]([CH2:21][CH3:22])[C:19]#[N:20]. Given the product [C:19]([CH2:18][CH2:21][CH2:22][S:1][C:2]1[CH:3]=[C:4]([CH:8]=[CH:9][CH:10]=1)[C:5]([OH:7])=[O:6])#[N:20], predict the reactants needed to synthesize it.